This data is from Full USPTO retrosynthesis dataset with 1.9M reactions from patents (1976-2016). The task is: Predict the reactants needed to synthesize the given product. (1) Given the product [OH:43][C:40]1[CH:41]=[CH:42][C:37]([CH2:36][CH2:35][NH:34][C:29]2[N:28]=[C:27]([C:23]3[CH:22]=[C:21]([CH:26]=[CH:25][CH:24]=3)[CH2:20][N:15]([CH2:14][CH:11]3[CH2:12][CH2:13][NH:8][CH2:9][CH2:10]3)[S:16]([CH3:19])(=[O:18])=[O:17])[CH:32]=[CH:31][N:30]=2)=[CH:38][CH:39]=1, predict the reactants needed to synthesize it. The reactants are: C(OC([N:8]1[CH2:13][CH2:12][CH:11]([CH2:14][N:15]([CH2:20][C:21]2[CH:26]=[CH:25][CH:24]=[C:23]([C:27]3[CH:32]=[CH:31][N:30]=[C:29](Cl)[N:28]=3)[CH:22]=2)[S:16]([CH3:19])(=[O:18])=[O:17])[CH2:10][CH2:9]1)=O)(C)(C)C.[NH2:34][CH2:35][CH2:36][C:37]1[CH:42]=[CH:41][C:40]([OH:43])=[CH:39][CH:38]=1. (2) Given the product [NH2:1][C:2]1[N:7]=[CH:6][C:5]([C:8]([N:10]=[S:11]([CH2:14][CH2:15][CH2:16][CH2:17][C:18]([O:20][CH3:21])=[O:19])([CH3:13])=[O:12])=[O:9])=[CH:4][C:3]=1[C:22]#[C:23][C:24]1[CH:29]=[CH:28][CH:27]=[C:26]([NH:30][C:36](=[O:37])[C:35]2[CH:39]=[CH:40][C:41]([O:42][CH3:43])=[C:33]([O:32][CH3:31])[CH:34]=2)[CH:25]=1, predict the reactants needed to synthesize it. The reactants are: [NH2:1][C:2]1[N:7]=[CH:6][C:5]([C:8]([N:10]=[S:11]([CH2:14][CH2:15][CH2:16][CH2:17][C:18]([O:20][CH3:21])=[O:19])([CH3:13])=[O:12])=[O:9])=[CH:4][C:3]=1[C:22]#[C:23][C:24]1[CH:29]=[CH:28][CH:27]=[C:26]([NH2:30])[CH:25]=1.[CH3:31][O:32][C:33]1[CH:34]=[C:35]([CH:39]=[CH:40][C:41]=1[O:42][CH3:43])[C:36](O)=[O:37]. (3) Given the product [CH:5](=[C:12]1[NH:16][C:15](=[O:17])[CH2:14][C:13]1([OH:18])[N:1]=[O:3])[C:6]1[CH:7]=[CH:8][CH:9]=[CH:10][CH:11]=1, predict the reactants needed to synthesize it. The reactants are: [N:1]([O-:3])=O.[Na+].[CH:5](=[C:12]1[NH:16][C:15](=[O:17])[CH:14]=[C:13]1[OH:18])[C:6]1[CH:11]=[CH:10][CH:9]=[CH:8][CH:7]=1. (4) Given the product [O:16]1[C:21]2[CH:22]=[CH:23][C:24]([N:26]3[CH2:33][CH:32]4[N:34]([CH2:15][CH:13]([OH:14])[CH2:12][O:11][C:8]5[CH:7]=[CH:6][CH:5]=[C:4]6[C:9]=5[CH:10]=[C:2]([CH3:1])[NH:3]6)[CH2:35][CH:27]3[CH2:28][CH:29]=[CH:30][CH2:31]4)=[CH:25][C:20]=2[O:19][CH2:18][CH2:17]1, predict the reactants needed to synthesize it. The reactants are: [CH3:1][C:2]1[NH:3][C:4]2[C:9]([CH:10]=1)=[C:8]([O:11][CH2:12][CH:13]1[CH2:15][O:14]1)[CH:7]=[CH:6][CH:5]=2.[O:16]1[C:21]2[CH:22]=[CH:23][C:24]([N:26]3[CH2:33][CH:32]4[NH:34][CH2:35][CH:27]3[CH2:28][CH:29]=[CH:30][CH2:31]4)=[CH:25][C:20]=2[O:19][CH2:18][CH2:17]1. (5) Given the product [CH3:19][O:18][C:16](=[O:17])[C:15]([CH2:20][N:2]1[C:3](=[O:10])[N:4]2[CH:9]=[CH:8][CH:7]=[CH:6][C:5]2=[N:1]1)=[CH2:14], predict the reactants needed to synthesize it. The reactants are: [N:1]1[NH:2][C:3](=[O:10])[N:4]2[CH:9]=[CH:8][CH:7]=[CH:6][C:5]=12.[H-].[Na+].Br[CH2:14][CH:15]([CH2:20]Br)[C:16]([O:18][CH3:19])=[O:17].O. (6) Given the product [CH3:24][O:23][C:22](=[O:25])[N:21]([CH2:20][C:11]1[CH:12]=[C:13]([C:16]([F:18])([F:19])[F:17])[CH:14]=[CH:15][C:10]=1[C:8]1[CH:9]=[C:4]([CH:1]([CH3:3])[CH3:2])[CH:5]=[CH:6][C:7]=1[O:39][CH3:40])[CH2:26][C:27]1[CH:32]=[C:31]([C:33]([F:35])([F:36])[F:34])[CH:30]=[C:29]([S:37]([CH3:38])=[O:49])[CH:28]=1, predict the reactants needed to synthesize it. The reactants are: [CH:1]([C:4]1[CH:5]=[CH:6][C:7]([O:39][CH3:40])=[C:8]([C:10]2[CH:15]=[CH:14][C:13]([C:16]([F:19])([F:18])[F:17])=[CH:12][C:11]=2[CH2:20][N:21]([CH2:26][C:27]2[CH:32]=[C:31]([C:33]([F:36])([F:35])[F:34])[CH:30]=[C:29]([S:37][CH3:38])[CH:28]=2)[C:22](=[O:25])[O:23][CH3:24])[CH:9]=1)([CH3:3])[CH3:2].C1C=C(Cl)C=C(C(OO)=[O:49])C=1.OS([O-])=O.[Na+]. (7) Given the product [CH3:1][N:2]1[CH2:14][CH2:13][C:5]2[N:6]([CH2:15][CH2:16][C:17]3[CH:22]=[CH:21][CH:20]=[CH:19][CH:18]=3)[C:7]3[CH:8]=[CH:9][CH:10]=[CH:11][C:12]=3[C:4]=2[CH2:3]1, predict the reactants needed to synthesize it. The reactants are: [CH3:1][N:2]1[CH2:14][CH2:13][C:5]2[NH:6][C:7]3[CH:8]=[CH:9][CH:10]=[CH:11][C:12]=3[C:4]=2[CH2:3]1.[CH2:15]=[CH:16][C:17]1[CH:22]=[CH:21][CH:20]=[CH:19][CH:18]=1.[H-].[Na+]. (8) Given the product [O-2:7].[Ca+2:13].[NH2:1][C@H:2]([C:8]([OH:10])=[O:9])[CH2:3][CH2:4][C:5](=[O:7])[NH2:6], predict the reactants needed to synthesize it. The reactants are: [NH2:1][C@H:2]([C:8]([OH:10])=[O:9])[CH2:3][CH2:4][C:5](=[O:7])[NH2:6].O.[O-2].[Ca+2:13]. (9) Given the product [NH2:1][C:4]1[CH:5]=[CH:6][C:7]([S:10][CH2:11][C:12]([NH:14][CH2:15][CH2:16][CH2:17][CH2:18][CH2:19][C:20]([NH:22][C:23]2[CH:24]=[CH:25][CH:26]=[CH:27][CH:28]=2)=[O:21])=[O:13])=[CH:8][CH:9]=1, predict the reactants needed to synthesize it. The reactants are: [N+:1]([C:4]1[CH:9]=[CH:8][C:7]([S:10][CH2:11][C:12]([NH:14][CH2:15][CH2:16][CH2:17][CH2:18][CH2:19][C:20]([NH:22][C:23]2[CH:28]=[CH:27][CH:26]=[CH:25][CH:24]=2)=[O:21])=[O:13])=[CH:6][CH:5]=1)([O-])=O.O.O.[Sn](Cl)Cl.[OH-].[Na+]. (10) Given the product [O:3]1[C:8]2=[CH:9][CH:10]=[CH:11][C:7]2=[CH:6][C:5]([CH:12]2[CH2:17][CH2:16][CH2:15][CH2:14][N:13]2[CH2:18][CH2:19][C@H:20]2[CH2:21][CH2:22][C@H:23]([NH:26][C:28](=[O:27])[CH2:29][CH2:30][OH:31])[CH2:24][CH2:25]2)=[CH:4]1, predict the reactants needed to synthesize it. The reactants are: Cl.Cl.[O:3]1[C:8]2=[CH:9][CH:10]=[CH:11][C:7]2=[CH:6][C:5]([CH:12]2[CH2:17][CH2:16][CH2:15][CH2:14][N:13]2[CH2:18][CH2:19][C@H:20]2[CH2:25][CH2:24][C@H:23]([NH2:26])[CH2:22][CH2:21]2)=[CH:4]1.[OH:27][CH2:28][CH2:29][C:30](O)=[O:31].